The task is: Predict which catalyst facilitates the given reaction.. This data is from Catalyst prediction with 721,799 reactions and 888 catalyst types from USPTO. (1) Reactant: [C:1]1([CH3:8])[C:6]([OH:7])=[CH:5][CH:4]=[CH:3][CH:2]=1.[C:9]([C:11]1[N:15]([CH:16]2[CH2:21][CH2:20][N:19]([C:22]([O:24][CH:25]([CH3:27])[CH3:26])=[O:23])[CH2:18][CH2:17]2)[N:14]=[CH:13][C:12]=1[CH2:28]OS(C)(=O)=O)#[N:10].C(=O)([O-])[O-].[Cs+].[Cs+]. Product: [C:9]([C:11]1[N:15]([CH:16]2[CH2:17][CH2:18][N:19]([C:22]([O:24][CH:25]([CH3:26])[CH3:27])=[O:23])[CH2:20][CH2:21]2)[N:14]=[CH:13][C:12]=1[CH2:28][O:7][C:6]1[CH:5]=[CH:4][CH:3]=[CH:2][C:1]=1[CH3:8])#[N:10]. The catalyst class is: 10. (2) Reactant: [CH2:1]([N:3]1[C:8](=[O:9])[C:7]2[C:10]([C:31]3[CH:36]=[CH:35][CH:34]=[CH:33][CH:32]=3)=[C:11]([C:13]3[CH:18]=[CH:17][C:16]([C:19]4([NH:23][C:24](=[O:30])[O:25][C:26]([CH3:29])([CH3:28])[CH3:27])[CH2:22][CH2:21][CH2:20]4)=[CH:15][CH:14]=3)[O:12][C:6]=2[N:5]=[C:4]1S(C)(=O)=O)[CH3:2].[CH3:41][NH2:42].CO. Product: [CH2:1]([N:3]1[C:8](=[O:9])[C:7]2[C:10]([C:31]3[CH:36]=[CH:35][CH:34]=[CH:33][CH:32]=3)=[C:11]([C:13]3[CH:18]=[CH:17][C:16]([C:19]4([NH:23][C:24](=[O:30])[O:25][C:26]([CH3:29])([CH3:28])[CH3:27])[CH2:22][CH2:21][CH2:20]4)=[CH:15][CH:14]=3)[O:12][C:6]=2[N:5]=[C:4]1[NH:42][CH3:41])[CH3:2]. The catalyst class is: 1. (3) Reactant: [Cl:1][C:2]1[CH:7]=[C:6]2[NH:8][C:9](=[O:41])[C:10]3([CH:15]([C:16]4(CC)[CH:21]=[C:20]([Cl:22])[CH:19]=[CH:18][CH:17]4[O:23][CH:24]([C:27]([OH:29])=O)[CH2:25][CH3:26])[CH2:14][C:13](=[O:32])[NH:12][CH:11]3[C:33]3[CH:38]=[C:37]([F:39])[CH:36]=[CH:35][C:34]=3[CH3:40])[C:5]2=[CH:4][CH:3]=1.[NH2:42][CH2:43][C@H:44]([OH:47])[CH2:45][OH:46].CN(C(ON1N=N[C:58]2C=CC=N[C:57]1=2)=[N+](C)C)C.F[P-](F)(F)(F)(F)F.O. Product: [Cl:1][C:2]1[CH:7]=[C:6]2[NH:8][C:9](=[O:41])[C:10]3([CH:15]([C:16]4[CH:21]=[C:20]([Cl:22])[CH:19]=[CH:18][C:17]=4[O:23][C:24]([CH2:25][CH3:26])([C:27](=[O:29])[NH:42][CH2:43][C@H:44]([OH:47])[CH2:45][OH:46])[CH2:57][CH3:58])[CH2:14][C:13](=[O:32])[NH:12][CH:11]3[C:33]3[CH:38]=[C:37]([F:39])[CH:36]=[CH:35][C:34]=3[CH3:40])[C:5]2=[CH:4][CH:3]=1. The catalyst class is: 241. (4) Reactant: [NH2:1][C:2]1[S:3][CH:4]=[C:5](/[C:7](=[N:11]/[O:12][C:13](=[O:15])[CH3:14])/[C:8]([OH:10])=[O:9])[N:6]=1.[S:16]1[C:20]2[CH:21]=[CH:22][CH:23]=[CH:24][C:19]=2[N:18]=[C:17]1[S:25][S:25][C:17]1[S:16][C:20]2[CH:21]=[CH:22][CH:23]=[CH:24][C:19]=2[N:18]=1.C1(P(C2C=CC=CC=2)C2C=CC=CC=2)C=CC=CC=1.C(N(CC)CC)C. Product: [NH2:1][C:2]1[S:3][CH:4]=[C:5](/[C:7](=[N:11]/[O:12][C:13](=[O:15])[CH3:14])/[C:8]([O:10][C:24]2[C:19]3[N:18]=[C:17]([SH:25])[S:16][C:20]=3[CH:21]=[CH:22][CH:23]=2)=[O:9])[N:6]=1. The catalyst class is: 2. (5) Reactant: [F:1][C:2]1[CH:3]=[C:4]([C:15]2[CH:20]=[CH:19][CH:18]=[CH:17][C:16]=2[S:21](=[O:24])(=[O:23])[NH2:22])[CH:5]=[CH:6][C:7]=1[NH:8][C:9]([C:11]1([NH2:14])[CH2:13][CH2:12]1)=[O:10].C(N(CC)CC)C.[N+](C1C=CC([O:41][C:42](=O)[NH:43][C:44]2[CH:49]=[CH:48][C:47]([Cl:50])=[CH:46][N:45]=2)=CC=1)([O-])=O.CCOC(C)=O. Product: [F:1][C:2]1[CH:3]=[C:4]([C:15]2[CH:20]=[CH:19][CH:18]=[CH:17][C:16]=2[S:21](=[O:24])(=[O:23])[NH2:22])[CH:5]=[CH:6][C:7]=1[NH:8][C:9]([C:11]1([NH:14][C:42]([NH:43][C:44]2[CH:49]=[CH:48][C:47]([Cl:50])=[CH:46][N:45]=2)=[O:41])[CH2:13][CH2:12]1)=[O:10]. The catalyst class is: 3.